This data is from Forward reaction prediction with 1.9M reactions from USPTO patents (1976-2016). The task is: Predict the product of the given reaction. (1) Given the reactants [Cl:1][C:2]1[CH:21]=[CH:20][CH:19]=[CH:18][C:3]=1[C:4]([NH:6][C:7]1[CH2:12][CH2:11][CH2:10][CH2:9][C:8]=1[C:13]([O:15]CC)=[O:14])=O.[OH-].[Na+].C1CN([P+](ON2N=NC3C=CC=CC2=3)(N2CCCC2)N2CCCC2)CC1.F[P-](F)(F)(F)(F)F.C(N(CC)CC)C, predict the reaction product. The product is: [Cl:1][C:2]1[CH:21]=[CH:20][CH:19]=[CH:18][C:3]=1[C:4]1[O:15][C:13](=[O:14])[C:8]2[CH2:9][CH2:10][CH2:11][CH2:12][C:7]=2[N:6]=1. (2) The product is: [Br:1][C:2]1[C:3]([N:18]2[CH2:19][CH2:20][C:21]([F:25])([CH3:24])[CH2:22][CH2:23]2)=[C:4]([C@H:10]([O:17][C:4]([CH3:10])([CH3:5])[CH3:3])[C:11]([O:13][CH:14]([CH3:16])[CH3:15])=[O:12])[C:5]([CH3:9])=[N:6][C:7]=1[CH3:8]. Given the reactants [Br:1][C:2]1[C:3]([N:18]2[CH2:23][CH2:22][C:21]([F:25])([CH3:24])[CH2:20][CH2:19]2)=[C:4]([C@H:10]([OH:17])[C:11]([O:13][CH:14]([CH3:16])[CH3:15])=[O:12])[C:5]([CH3:9])=[N:6][C:7]=1[CH3:8], predict the reaction product. (3) Given the reactants N[C@H:2]([C:6]([OH:8])=[O:7])[CH2:3][CH2:4][OH:5].[CH3:21][C:20]([O:19][C:17](O[C:17]([O:19][C:20]([CH3:23])([CH3:22])[CH3:21])=[O:18])=[O:18])([CH3:23])[CH3:22], predict the reaction product. The product is: [C:20]([O:19][C:17]([C@@H:2]([CH2:3][CH2:4][OH:5])[C:6]([OH:8])=[O:7])=[O:18])([CH3:21])([CH3:22])[CH3:23]. (4) Given the reactants C(OC(=O)[NH:7][C@@H:8]([CH2:13][C:14]1[CH:19]=[CH:18][C:17]([O:20][CH2:21][CH:22]=[CH2:23])=[CH:16][CH:15]=1)[C:9]([NH:11][NH2:12])=[O:10])(C)(C)C.C1N=CN([C:30](N2C=NC=C2)=[O:31])C=1.C(N(CC)CC)C, predict the reaction product. The product is: [CH2:21]([O:20][C:17]1[CH:16]=[CH:15][C:14]([CH2:13][C@@H:8]([C:9]2[O:10][C:30](=[O:31])[NH:12][N:11]=2)[NH2:7])=[CH:19][CH:18]=1)[CH:22]=[CH2:23]. (5) Given the reactants [CH3:1][O:2][CH2:3][CH2:4][CH2:5][N:6]1[C:14]2[CH:13]=[C:12]([C:15]([O:17][CH2:18][CH3:19])=[O:16])[N+:11]([O-])=[CH:10][C:9]=2[C:8]([CH3:21])=[CH:7]1.P(Cl)(Cl)([Cl:24])=O, predict the reaction product. The product is: [Cl:24][C:10]1[C:9]2[C:8]([CH3:21])=[CH:7][N:6]([CH2:5][CH2:4][CH2:3][O:2][CH3:1])[C:14]=2[CH:13]=[C:12]([C:15]([O:17][CH2:18][CH3:19])=[O:16])[N:11]=1. (6) The product is: [F:19][C:20]([F:29])([F:30])[C:21]1[CH:22]=[C:23]([CH:26]=[CH:27][CH:28]=1)[CH:24]=[N:10][NH:9][C:7](=[O:8])[C:6]1[CH:11]=[C:2]([NH2:1])[CH:3]=[CH:4][C:5]=1[O:12][C:13]1[CH:14]=[CH:15][CH:16]=[CH:17][CH:18]=1. Given the reactants [NH2:1][C:2]1[CH:3]=[CH:4][C:5]([O:12][C:13]2[CH:18]=[CH:17][CH:16]=[CH:15][CH:14]=2)=[C:6]([CH:11]=1)[C:7]([NH:9][NH2:10])=[O:8].[F:19][C:20]([F:30])([F:29])[C:21]1[CH:22]=[C:23]([CH:26]=[CH:27][CH:28]=1)[CH:24]=O, predict the reaction product.